Predict the product of the given reaction. From a dataset of Forward reaction prediction with 1.9M reactions from USPTO patents (1976-2016). (1) Given the reactants N(C(OCC)=O)=N[C:3](OCC)=O.Br[C:14]1[C:19]([OH:20])=[CH:18][CH:17]=[CH:16][N:15]=1.[CH2:21]([OH:26])[CH2:22][CH2:23][CH:24]=C.C1C=CC(P([C:40]2[CH:45]=[CH:44]C=CC=2)C2C=CC=CC=2)=CC=1, predict the reaction product. The product is: [C:45]([C:16]1[N:15]=[C:14]2[C:21](=[O:26])[CH2:22][CH2:23][CH2:24][O:20][C:19]2=[CH:18][CH:17]=1)([CH3:44])([CH3:40])[CH3:3]. (2) The product is: [Cl:22][C:23]1[CH:28]=[CH:27][C:26]([S:29]([C:2]2[CH:3]=[CH:4][C:5]3[O:14][C:13]4[CH2:12][CH2:11][N:10]([C:15]([O:17][C:18]([CH3:21])([CH3:20])[CH3:19])=[O:16])[CH2:9][C:8]=4[C:6]=3[CH:7]=2)(=[O:31])=[O:30])=[CH:25][CH:24]=1. Given the reactants Br[C:2]1[CH:3]=[CH:4][C:5]2[O:14][C:13]3[CH2:12][CH2:11][N:10]([C:15]([O:17][C:18]([CH3:21])([CH3:20])[CH3:19])=[O:16])[CH2:9][C:8]=3[C:6]=2[CH:7]=1.[Cl:22][C:23]1[CH:28]=[CH:27][C:26]([S:29]([O-:31])=[O:30])=[CH:25][CH:24]=1.[Na+], predict the reaction product. (3) The product is: [C:22]([C:21]1[CH:20]=[CH:24][CH:17]=[CH:16][CH:15]=1)(=[O:23])[C:8]1[CH:13]=[CH:12][CH:11]=[CH:10][CH:9]=1. Given the reactants ClCCCl.C(#N)C.[CH:8]1[CH:13]=[CH:12][CH:11]=[CH:10][CH:9]=1.N1C=C[CH:17]=[CH:16][CH:15]=1.[CH2:20]1[CH2:24][O:23][CH2:22][CH2:21]1, predict the reaction product. (4) The product is: [CH2:1]([O:3][C:4](=[O:23])[CH2:5][CH2:6][C:7]1[CH:12]=[CH:11][C:10]([O:13][C:14]2[CH:15]=[C:16]([F:21])[CH:17]=[C:18]([O:20][C:30]3[CH:29]=[CH:28][C:27]([C:32]([F:35])([F:34])[F:33])=[CH:26][C:25]=3[Br:24])[CH:19]=2)=[CH:9][C:8]=1[CH3:22])[CH3:2]. Given the reactants [CH2:1]([O:3][C:4](=[O:23])[CH2:5][CH2:6][C:7]1[CH:12]=[CH:11][C:10]([O:13][C:14]2[CH:19]=[C:18]([OH:20])[CH:17]=[C:16]([F:21])[CH:15]=2)=[CH:9][C:8]=1[CH3:22])[CH3:2].[Br:24][C:25]1[CH:26]=[C:27]([C:32]([F:35])([F:34])[F:33])[CH:28]=[CH:29][C:30]=1F.C(=O)([O-])[O-].[K+].[K+].Cl, predict the reaction product. (5) Given the reactants [C:1]([O:5][C:6]([NH:8][CH:9]1[CH2:14][CH2:13][NH:12][CH2:11][CH2:10]1)=[O:7])([CH3:4])([CH3:3])[CH3:2].C(=O)([O-])[O-].[K+].[K+].Br[CH2:22][CH2:23][CH2:24][O:25][C:26]1[CH:33]=[CH:32][C:29]([C:30]#[N:31])=[CH:28][CH:27]=1.O, predict the reaction product. The product is: [C:30]([C:29]1[CH:32]=[CH:33][C:26]([O:25][CH2:24][CH2:23][CH2:22][N:12]2[CH2:11][CH2:10][CH:9]([NH:8][C:6](=[O:7])[O:5][C:1]([CH3:4])([CH3:2])[CH3:3])[CH2:14][CH2:13]2)=[CH:27][CH:28]=1)#[N:31]. (6) Given the reactants [Br:1][C:2]1[CH:3]=[CH:4][C:5]2[C:6](=[C:16]3[CH2:22][CH:21]4[N:23]([C:24](=[O:29])[C:25]([F:28])([F:27])[F:26])[CH:18]([CH2:19][CH2:20]4)[CH2:17]3)[C:7]3[C:12]([O:13][C:14]=2[CH:15]=1)=[CH:11][CH:10]=[CH:9][CH:8]=3.C(N(CC)C(C1C=CC2C(=C3CC4NC(CC4)C3)C3C(OC=2C=1)=CC=CC=3)=O)C.CCOC(C)=O, predict the reaction product. The product is: [Br:1][C:2]1[CH:3]=[CH:4][C:5]2[CH:6]([CH:16]3[CH2:22][CH:21]4[N:23]([C:24](=[O:29])[C:25]([F:26])([F:28])[F:27])[CH:18]([CH2:19][CH2:20]4)[CH2:17]3)[C:7]3[C:12]([O:13][C:14]=2[CH:15]=1)=[CH:11][CH:10]=[CH:9][CH:8]=3. (7) Given the reactants FC(F)(F)S(O[C:7]1[CH2:13][CH:12]2[N:14]([C:15]([O:17][C:18]([CH3:21])([CH3:20])[CH3:19])=[O:16])[CH:9]([CH2:10][CH2:11]2)[CH:8]=1)(=O)=O.CC1(C)C(C)(C)OB([C:32]2[CH:37]=[CH:36][N:35]=[CH:34][CH:33]=2)O1.[Cl-].[Li+].P([O-])([O-])([O-])=O.[K+].[K+].[K+], predict the reaction product. The product is: [N:35]1[CH:36]=[CH:37][C:32]([C:7]2[CH2:13][CH:12]3[N:14]([C:15]([O:17][C:18]([CH3:21])([CH3:20])[CH3:19])=[O:16])[CH:9]([CH2:10][CH2:11]3)[CH:8]=2)=[CH:33][CH:34]=1. (8) Given the reactants [F:1][C:2]([F:12])([F:11])[C:3](=O)[CH2:4][C:5](OCC)=[O:6].[NH2:13][NH2:14].O.[ClH:16], predict the reaction product. The product is: [ClH:16].[OH:6][C:5]1[NH:14][N:13]=[C:3]([C:2]([F:12])([F:11])[F:1])[CH:4]=1. (9) Given the reactants C([O:5][C:6](=[O:43])[C@@H:7]([NH:15][C:16](=[O:42])[C:17]1[CH:22]=[CH:21][C:20]([CH2:23][N:24]([S:32]([C:35]2[CH:40]=[CH:39][C:38]([Cl:41])=[CH:37][CH:36]=2)(=[O:34])=[O:33])[CH2:25][C:26]2[CH:31]=[CH:30][CH:29]=[CH:28][N:27]=2)=[CH:19][CH:18]=1)[CH2:8][C:9]1[CH:14]=[CH:13][CH:12]=[CH:11][CH:10]=1)(C)(C)C, predict the reaction product. The product is: [Cl:41][C:38]1[CH:39]=[CH:40][C:35]([S:32]([N:24]([CH2:23][C:20]2[CH:19]=[CH:18][C:17]([C:16]([NH:15][C@@H:7]([CH2:8][C:9]3[CH:14]=[CH:13][CH:12]=[CH:11][CH:10]=3)[C:6]([OH:43])=[O:5])=[O:42])=[CH:22][CH:21]=2)[CH2:25][C:26]2[CH:31]=[CH:30][CH:29]=[CH:28][N:27]=2)(=[O:34])=[O:33])=[CH:36][CH:37]=1. (10) Given the reactants [C:1]1(C2CCN(C([O-])=O)CC2)C=CC=CC=1.[C:16]([C:18]1[CH:23]=[CH:22][C:21]([C:24]2[CH:32]=[C:31]([CH2:33][O:34][CH2:35][C:36]3([C:49]4[CH:54]=[CH:53][CH:52]=[CH:51][CH:50]=4)[CH2:41][CH2:40][N:39]([C:42]([O:44][C:45]([CH3:48])([CH3:47])[CH3:46])=[O:43])[CH2:38][CH2:37]3)[C:30]3[C:26](=[CH:27][N:28](C)[N:29]=3)[CH:25]=2)=[CH:20][CH:19]=1)#[N:17].C(C1C=CC(C2C=C3C(=C(COCC4(C5C=CC=CC=5)CCN(C(OC(C)(C)C)=O)CC4)C=2)NN=C3)=CC=1)#N.[H-].[Na+].IC, predict the reaction product. The product is: [C:16]([C:18]1[CH:23]=[CH:22][C:21]([C:24]2[CH:25]=[C:26]3[C:30](=[C:31]([CH2:33][O:34][CH2:35][C:36]4([C:49]5[CH:50]=[CH:51][CH:52]=[CH:53][CH:54]=5)[CH2:41][CH2:40][N:39]([C:42]([O:44][C:45]([CH3:46])([CH3:48])[CH3:47])=[O:43])[CH2:38][CH2:37]4)[CH:32]=2)[N:29]([CH3:1])[N:28]=[CH:27]3)=[CH:20][CH:19]=1)#[N:17].